This data is from Forward reaction prediction with 1.9M reactions from USPTO patents (1976-2016). The task is: Predict the product of the given reaction. (1) Given the reactants Br[C:2]1[CH:3]=[C:4]([C:13]([NH:15][C:16]2[O:17][C:18]([C:21]3[O:22][CH:23]=[CH:24][CH:25]=3)=[N:19][N:20]=2)=[O:14])[CH:5]=[C:6]([O:8][C:9]([F:12])([F:11])[F:10])[CH:7]=1.[CH2:26]([C:28]1[CH:33]=[CH:32][C:31]([C:34]2[CH:39]=[CH:38][C:37](B(O)O)=[CH:36][CH:35]=2)=[CH:30][CH:29]=1)[CH3:27], predict the reaction product. The product is: [CH2:26]([C:28]1[CH:33]=[CH:32][C:31]([C:34]2[CH:39]=[CH:38][C:37]([C:2]3[CH:7]=[C:6]([O:8][C:9]([F:12])([F:11])[F:10])[CH:5]=[C:4]([C:13]([NH:15][C:16]4[O:17][C:18]([C:21]5[O:22][CH:23]=[CH:24][CH:25]=5)=[N:19][N:20]=4)=[O:14])[CH:3]=3)=[CH:36][CH:35]=2)=[CH:30][CH:29]=1)[CH3:27]. (2) Given the reactants [C:1]([C:3]([C:6]1[CH:7]=[C:8]([CH:37]=[CH:38][CH:39]=1)[C:9]([NH:11][C:12]1[CH:13]=[CH:14][C:15]([CH3:36])=[C:16]([NH:18][C:19]([C:21]2[S:35][C:24]3=[N:25][CH:26]=[C:27]([C:29]4[CH:30]=[N:31][CH:32]=C[CH:34]=4)[N:28]=[C:23]3[CH:22]=2)=[O:20])[CH:17]=1)=[O:10])([CH3:5])[CH3:4])#[N:2].[N:40]1C=C(B(O)O)C=NC=1, predict the reaction product. The product is: [C:1]([C:3]([C:6]1[CH:7]=[C:8]([CH:37]=[CH:38][CH:39]=1)[C:9]([NH:11][C:12]1[CH:13]=[CH:14][C:15]([CH3:36])=[C:16]([NH:18][C:19]([C:21]2[S:35][C:24]3=[N:25][CH:26]=[C:27]([C:29]4[CH:34]=[N:40][CH:32]=[N:31][CH:30]=4)[N:28]=[C:23]3[CH:22]=2)=[O:20])[CH:17]=1)=[O:10])([CH3:5])[CH3:4])#[N:2]. (3) Given the reactants [NH2:1][CH2:2][C:3]1([CH2:7][O:8][C:9]2[C:14]([O:15][CH3:16])=[C:13]([O:17][CH3:18])[CH:12]=[CH:11][C:10]=2[C:19]2[CH:27]=[CH:26][CH:25]=[C:24]3[C:20]=2[CH2:21][CH2:22][C:23]3=[O:28])[CH2:6][O:5][CH2:4]1.[CH3:29][O:30][CH2:31][C:32](O)=[O:33].Cl.CN(C)CCCN=C=NCC.ON1C2N=CC=CC=2N=N1, predict the reaction product. The product is: [CH3:16][O:15][C:14]1[C:13]([O:17][CH3:18])=[CH:12][CH:11]=[C:10]([C:19]2[CH:27]=[CH:26][CH:25]=[C:24]3[C:20]=2[CH2:21][CH2:22][C:23]3=[O:28])[C:9]=1[O:8][CH2:7][C:3]1([CH2:2][NH:1][C:32](=[O:33])[CH2:31][O:30][CH3:29])[CH2:4][O:5][CH2:6]1. (4) Given the reactants [CH3:1][O:2][C:3]1[CH:11]=[C:10]([C:12]([F:15])([F:14])[F:13])[CH:9]=[CH:8][C:4]=1[C:5]([OH:7])=[O:6].[CH3:16][S:17]SC, predict the reaction product. The product is: [CH3:1][O:2][C:3]1[CH:11]=[C:10]([C:12]([F:13])([F:14])[F:15])[CH:9]=[C:8]([S:17][CH3:16])[C:4]=1[C:5]([OH:7])=[O:6]. (5) The product is: [N:20]1([C:17]2[CH:18]=[CH:19][C:14]([C:11]3[CH:12]=[CH:13][C:8]([N:7]4[C:2](=[O:1])[CH:3]=[CH:4][CH:5]=[N:6]4)=[CH:9][CH:10]=3)=[CH:15][CH:16]=2)[CH2:24][CH2:23][C@@H:22]2[CH2:25][NH:26][CH2:27][C@H:21]12. Given the reactants [O:1]=[C:2]1[N:7]([C:8]2[CH:13]=[CH:12][C:11]([C:14]3[CH:19]=[CH:18][C:17]([N:20]4[CH2:24][CH2:23][C@@H:22]5[CH2:25][N:26](C(OCC)=O)[CH2:27][C@H:21]45)=[CH:16][CH:15]=3)=[CH:10][CH:9]=2)[N:6]=[CH:5][CH:4]=[CH:3]1.C(O)(=O)C, predict the reaction product. (6) The product is: [CH:33]1[CH:32]=[CH:31][C:30]([CH:29]([S+:42]([O-:43])[CH2:44][C:45]([NH2:9])=[O:47])[C:36]2[CH:41]=[CH:40][CH:39]=[CH:38][CH:37]=2)=[CH:35][CH:34]=1.[CH:39]1[CH:40]=[CH:41][C:36]([CH:29]([S:42]([CH2:44][C:45]([OH:47])=[O:46])=[O:43])[C:30]2[CH:35]=[CH:34][CH:33]=[CH:32][CH:31]=2)=[CH:37][CH:38]=1. Given the reactants CC([NH2:9])C1C=CC=CC=1.C(OS(C(C1C=CC=CC=1)C1C=CC=CC=1)=O)(=O)C.[CH:29]([S:42]([CH2:44][C:45]([OH:47])=[O:46])=[O:43])([C:36]1[CH:41]=[CH:40][CH:39]=[CH:38][CH:37]=1)[C:30]1[CH:35]=[CH:34][CH:33]=[CH:32][CH:31]=1.S(OC)(OC)(=O)=O.N, predict the reaction product. (7) Given the reactants [CH3:1][C:2]([O:4][C@H:5]1[C:14]2[C@@:15]3([CH3:30])[C@@H:26]([CH2:27][O:28][CH3:29])[O:25][C:23](=[O:24])[C:17]4=[CH:18][O:19][C:20]([C:21](=[O:22])[C:13]=2[C@@H:8]2[CH2:9][CH2:10][C@H:11]([OH:12])[C@@:7]2([CH3:31])[CH2:6]1)=[C:16]34)=[O:3].[C:32]([NH:36][CH3:37])([CH3:35])([CH3:34])[CH3:33], predict the reaction product. The product is: [C:32]([N:36]([CH:18]=[C:17]1[C:16]2[C:15]([CH3:30])([C:14]3[CH:5]([O:4][C:2](=[O:3])[CH3:1])[CH2:6][C:7]4([CH3:31])[CH:8]([C:13]=3[C:21](=[O:22])[C:20]=2[OH:19])[CH2:9][CH2:10][CH:11]4[OH:12])[CH:26]([CH2:27][O:28][CH3:29])[O:25][C:23]1=[O:24])[CH3:37])([CH3:35])([CH3:34])[CH3:33].